Dataset: Forward reaction prediction with 1.9M reactions from USPTO patents (1976-2016). Task: Predict the product of the given reaction. Given the reactants [CH:1]1([N:4]([CH2:32][C:33]2[CH:34]=[C:35]([CH:46]=[C:47]([CH2:49][CH2:50][CH2:51][O:52][CH3:53])[CH:48]=2)[O:36][CH2:37][C@H:38]2[CH2:40][C@@H:39]2[C:41]([O:43]CC)=[O:42])[C:5]([C@@H:7]2[C@@H:12]([C:13]3[CH:18]=[CH:17][C:16]([O:19][CH2:20][CH2:21][O:22][C:23]4[C:28]([Cl:29])=[CH:27][C:26]([CH3:30])=[CH:25][C:24]=4[Cl:31])=[CH:15][CH:14]=3)[CH2:11][CH2:10][NH:9][CH2:8]2)=[O:6])[CH2:3][CH2:2]1.[Na], predict the reaction product. The product is: [CH:1]1([N:4]([CH2:32][C:33]2[CH:34]=[C:35]([CH:46]=[C:47]([CH2:49][CH2:50][CH2:51][O:52][CH3:53])[CH:48]=2)[O:36][CH2:37][C@H:38]2[CH2:40][C@@H:39]2[C:41]([OH:43])=[O:42])[C:5]([C@@H:7]2[C@@H:12]([C:13]3[CH:14]=[CH:15][C:16]([O:19][CH2:20][CH2:21][O:22][C:23]4[C:28]([Cl:29])=[CH:27][C:26]([CH3:30])=[CH:25][C:24]=4[Cl:31])=[CH:17][CH:18]=3)[CH2:11][CH2:10][NH:9][CH2:8]2)=[O:6])[CH2:3][CH2:2]1.